From a dataset of Forward reaction prediction with 1.9M reactions from USPTO patents (1976-2016). Predict the product of the given reaction. (1) Given the reactants [OH:1][C:2]1[CH:9]=[CH:8][CH:7]=[C:6]([OH:10])[C:3]=1[CH:4]=[O:5].C([O-])([O-])=O.[K+].[K+].Cl.Cl[CH2:19][C:20]1[C:21]([C:26]2[N:30]([CH:31]([CH3:33])[CH3:32])[N:29]=[CH:28][CH:27]=2)=[N:22][CH:23]=[CH:24][CH:25]=1, predict the reaction product. The product is: [OH:1][C:2]1[CH:9]=[CH:8][CH:7]=[C:6]([O:10][CH2:19][C:20]2[C:21]([C:26]3[N:30]([CH:31]([CH3:33])[CH3:32])[N:29]=[CH:28][CH:27]=3)=[N:22][CH:23]=[CH:24][CH:25]=2)[C:3]=1[CH:4]=[O:5]. (2) Given the reactants [C:1](=[O:12])(OC(Cl)(Cl)Cl)OC(Cl)(Cl)Cl.[CH:13]1([N:16]([CH3:20])[CH2:17][CH2:18][NH2:19])[CH2:15][CH2:14]1.[C@H:21]1([NH:30][C:31]2[CH:40]=[CH:39][C:38]3[C:33](=[CH:34][CH:35]=[C:36]([NH2:41])[CH:37]=3)[N:32]=2)[C:29]2[C:24](=[CH:25][CH:26]=[CH:27][CH:28]=2)[CH2:23][CH2:22]1, predict the reaction product. The product is: [CH:13]1([N:16]([CH3:20])[CH2:17][CH2:18][NH:19][C:1]([NH:41][C:36]2[CH:37]=[C:38]3[C:33](=[CH:34][CH:35]=2)[N:32]=[C:31]([NH:30][C@H:21]2[C:29]4[C:24](=[CH:25][CH:26]=[CH:27][CH:28]=4)[CH2:23][CH2:22]2)[CH:40]=[CH:39]3)=[O:12])[CH2:15][CH2:14]1. (3) Given the reactants O1[C:5]2([CH2:10][CH2:9][CH:8]([C:11]3[CH:16]=[C:15]([NH2:17])[N:14]4[N:18]=[CH:19][CH:20]=[C:13]4[N:12]=3)[CH2:7][CH2:6]2)[O:4]CC1.CCO.O.O1CCOCC1, predict the reaction product. The product is: [NH2:17][C:15]1[N:14]2[N:18]=[CH:19][CH:20]=[C:13]2[N:12]=[C:11]([CH:8]2[CH2:7][CH2:6][C:5](=[O:4])[CH2:10][CH2:9]2)[CH:16]=1. (4) Given the reactants [Cl:1][C:2]1[C:3]([F:31])=[C:4]([CH:8]2[C:12]([C:15]3[CH:20]=[CH:19][C:18]([Cl:21])=[CH:17][C:16]=3[F:22])([C:13]#[N:14])[CH:11]([CH2:23][C:24]([CH3:27])([CH3:26])[CH3:25])[NH:10][CH:9]2[C:28]([OH:30])=O)[CH:5]=[CH:6][CH:7]=1.CN(C(ON1N=NC2C=CC=NC1=2)=[N+](C)C)C.F[P-](F)(F)(F)(F)F.[CH3:56][O:57][C:58](=[O:68])[C:59]1[CH:64]=[CH:63][C:62]([NH2:65])=[CH:61][C:60]=1[O:66][CH3:67].C(N(C(C)C)CC)(C)C, predict the reaction product. The product is: [CH3:56][O:57][C:58](=[O:68])[C:59]1[CH:64]=[CH:63][C:62]([NH:65][C:28]([C@H:9]2[C@H:8]([C:4]3[CH:5]=[CH:6][CH:7]=[C:2]([Cl:1])[C:3]=3[F:31])[C@:12]([C:15]3[CH:20]=[CH:19][C:18]([Cl:21])=[CH:17][C:16]=3[F:22])([C:13]#[N:14])[C@H:11]([CH2:23][C:24]([CH3:27])([CH3:25])[CH3:26])[NH:10]2)=[O:30])=[CH:61][C:60]=1[O:66][CH3:67]. (5) Given the reactants [F:1][C:2]1[CH:7]=[CH:6][C:5]([S:8]([C:11]2[CH:16]=[C:15]([OH:17])[CH:14]=[CH:13][C:12]=2[OH:18])(=[O:10])=[O:9])=[CH:4][CH:3]=1.C[Si]([N-][Si](C)(C)C)(C)C.[K+].C1OCCOCCOCCOCCOCCOC1.Cl[C:48]1[C:53]([CH3:54])=[CH:52][C:51]([N+:55]([O-:57])=[O:56])=[CH:50][C:49]=1[CH3:58].Cl, predict the reaction product. The product is: [CH3:54][C:53]1[CH:52]=[C:51]([N+:55]([O-:57])=[O:56])[CH:50]=[C:49]([CH3:58])[C:48]=1[O:17][C:15]1[CH:14]=[CH:13][C:12]([OH:18])=[C:11]([S:8]([C:5]2[CH:6]=[CH:7][C:2]([F:1])=[CH:3][CH:4]=2)(=[O:10])=[O:9])[CH:16]=1. (6) Given the reactants [CH:1](=[O:6])[CH2:2][CH2:3][CH2:4][CH3:5].[CH2:7]([C:10](=[CH:13][CH2:14][CH2:15][CH2:16]C)[CH:11]=[O:12])[CH2:8][CH3:9], predict the reaction product. The product is: [CH:1](=[O:6])[CH2:2][CH2:3][CH2:4][CH3:5].[CH3:13][CH:10]([CH2:7][CH3:8])[CH:11]=[O:12].[CH2:7]([C:10](=[CH:13][CH:14]([CH3:1])[CH2:15][CH3:16])[CH:11]=[O:12])[CH2:8][CH3:9]. (7) Given the reactants [N:1]1[CH:6]=[CH:5][CH:4]=[C:3]([N:7]2[CH:11]=[C:10]([NH2:12])[CH:9]=[N:8]2)[CH:2]=1.[C:13](O[C:13]([O:15][C:16]([CH3:19])([CH3:18])[CH3:17])=[O:14])([O:15][C:16]([CH3:19])([CH3:18])[CH3:17])=[O:14].C(=O)(O)[O-].[Na+], predict the reaction product. The product is: [N:1]1[CH:6]=[CH:5][CH:4]=[C:3]([N:7]2[CH:11]=[C:10]([NH:12][C:13](=[O:14])[O:15][C:16]([CH3:19])([CH3:18])[CH3:17])[CH:9]=[N:8]2)[CH:2]=1.